Predict the reaction yield, written as a fraction of the theoretical maximum amount of product (1.0 means a 100% yield; for example, 0.34 means a 34% yield). From a dataset of Reaction yield outcomes from USPTO patents with 853,638 reactions. The reactants are [OH:1][CH2:2][C:3]1[CH:8]=[CH:7][C:6]([N+:9]([O-:11])=[O:10])=[CH:5][C:4]=1[CH2:12][CH2:13][OH:14].C(N(CC)CC)C.[CH3:22][S:23](Cl)(=[O:25])=[O:24]. The catalyst is C(Cl)Cl. The product is [CH3:22][S:23]([O:1][CH2:2][C:3]1[CH:8]=[CH:7][C:6]([N+:9]([O-:11])=[O:10])=[CH:5][C:4]=1[CH2:12][CH2:13][O:14][S:23]([CH3:22])(=[O:25])=[O:24])(=[O:25])=[O:24]. The yield is 0.870.